From a dataset of Forward reaction prediction with 1.9M reactions from USPTO patents (1976-2016). Predict the product of the given reaction. (1) Given the reactants [Cl:1][C:2]1[CH:7]=[CH:6][C:5]([N:8]2[CH:12]([C:13]3[CH:18]=[CH:17][CH:16]=[CH:15][CH:14]=3)[CH2:11][C:10]([C:19](O)=[O:20])=[N:9]2)=[CH:4][CH:3]=1.F[P-](F)(F)(F)(F)F.N1(OC(N(C)C)=[N+](C)C)[C:33]2[CH:34]=[CH:35][CH:36]=C[C:32]=2[N:31]=[N:30]1.NN1CCCCC1.N#N, predict the reaction product. The product is: [N:31]1([NH:30][C:19]([C:10]2[CH2:11][CH:12]([C:13]3[CH:18]=[CH:17][CH:16]=[CH:15][CH:14]=3)[N:8]([C:5]3[CH:6]=[CH:7][C:2]([Cl:1])=[CH:3][CH:4]=3)[N:9]=2)=[O:20])[CH2:36][CH2:35][CH2:34][CH2:33][CH2:32]1. (2) The product is: [C:1]([O:5][C:6](=[O:46])[N:7]([CH2:28][C@H:29]([O:38][Si:39]([C:42]([CH3:44])([CH3:43])[CH3:45])([CH3:40])[CH3:41])[CH2:30][O:31][C:32]1[CH:33]=[CH:34][CH:35]=[CH:36][CH:37]=1)[CH2:8][C@H:9]1[CH2:18][CH2:17][C:16]2[C:11](=[CH:12][CH:13]=[C:14]([OH:51])[CH:15]=2)[O:10]1)([CH3:2])([CH3:3])[CH3:4]. Given the reactants [C:1]([O:5][C:6](=[O:46])[N:7]([CH2:28][C@H:29]([O:38][Si:39]([C:42]([CH3:45])([CH3:44])[CH3:43])([CH3:41])[CH3:40])[CH2:30][O:31][C:32]1[CH:37]=[CH:36][CH:35]=[CH:34][CH:33]=1)[CH2:8][C@H:9]1[CH2:18][CH2:17][C:16]2[C:11](=[CH:12][CH:13]=[C:14](B3OC(C)(C)C(C)(C)O3)[CH:15]=2)[O:10]1)([CH3:4])([CH3:3])[CH3:2].C[N+]1([O-])CC[O:51]CC1, predict the reaction product.